From a dataset of Reaction yield outcomes from USPTO patents with 853,638 reactions. Predict the reaction yield, written as a fraction of the theoretical maximum amount of product (1.0 means a 100% yield; for example, 0.34 means a 34% yield). (1) The reactants are [N:1]1([C:6]2[C:11]([OH:12])=[CH:10][CH:9]=[CH:8][N:7]=2)[CH:5]=[CH:4][CH:3]=[CH:2]1.O=[C:14]1[CH2:19][CH2:18][N:17](C(OC(C)(C)C)=O)[CH2:16][CH2:15]1.O.CC1C=CC(S(O)(=O)=O)=CC=1.ClC(Cl)C. No catalyst specified. The product is [N:7]1[C:6]2[N:1]3[CH:2]=[CH:3][CH:4]=[C:5]3[C:14]3([CH2:19][CH2:18][NH:17][CH2:16][CH2:15]3)[O:12][C:11]=2[CH:10]=[CH:9][CH:8]=1. The yield is 0.380. (2) The reactants are [CH3:1][O:2][C:3]1[CH:4]=[C:5]2[C:10](=[CH:11][C:12]=1[O:13][CH3:14])[N:9]=[CH:8][CH:7]=[C:6]2[O:15][C:16]1[CH:22]=[CH:21][C:19]([NH2:20])=[CH:18][CH:17]=1.Cl[C:24](Cl)([O:26][C:27](=[O:33])OC(Cl)(Cl)Cl)Cl.[C:35]1(CO)[CH:40]=[CH:39][CH:38]=[CH:37][CH:36]=1.C(=O)(O)[O-].[Na+]. The catalyst is C(Cl)Cl.C(N(CC)CC)C.C1(C)C=CC=CC=1. The product is [CH3:1][O:2][C:3]1[CH:4]=[C:5]2[C:10](=[CH:11][C:12]=1[O:13][CH3:14])[N:9]=[CH:8][CH:7]=[C:6]2[O:15][C:16]1[CH:22]=[CH:21][C:19]([NH:20][C:27](=[O:33])[O:26][CH2:24][C:35]2[CH:40]=[CH:39][CH:38]=[CH:37][CH:36]=2)=[CH:18][CH:17]=1. The yield is 0.820. (3) The reactants are [CH3:1][N:2]([CH3:7])[CH2:3][C:4](=[S:6])[NH2:5].[Cl:8][CH2:9][C:10]([CH2:12]Cl)=O.C(=O)(O)[O-].[Na+].S(Cl)(Cl)=O. The catalyst is ClCCCl. The product is [ClH:8].[Cl:8][CH2:9][C:10]1[N:5]=[C:4]([CH2:3][N:2]([CH3:7])[CH3:1])[S:6][CH:12]=1. The yield is 0.750. (4) The reactants are [C:9](O[C:9]([O:11][C:12]([CH3:15])([CH3:14])[CH3:13])=[O:10])([O:11][C:12]([CH3:15])([CH3:14])[CH3:13])=[O:10].[OH:16][C:17]1[CH:18]=[C:19]([CH:23]2[CH2:28][CH2:27][NH:26][CH2:25][CH2:24]2)[CH:20]=[CH:21][CH:22]=1. The catalyst is C(Cl)Cl. The product is [OH:16][C:17]1[CH:18]=[C:19]([CH:23]2[CH2:28][CH2:27][N:26]([C:9]([O:11][C:12]([CH3:13])([CH3:14])[CH3:15])=[O:10])[CH2:25][CH2:24]2)[CH:20]=[CH:21][CH:22]=1. The yield is 0.940. (5) The product is [CH2:1]([N:3]([CH:4]1[CH2:9][CH2:8][CH2:7][CH:6]([C:10]2[C:18]3[C:13](=[CH:14][CH:15]=[C:16]([N+:19]([O-:21])=[O:20])[CH:17]=3)[NH:12][CH:11]=2)[CH2:5]1)[C:27](=[O:28])[O:26][C:23]([CH3:25])([CH3:24])[CH3:22])[CH3:2]. The catalyst is O1CCOCC1. The yield is 0.970. The reactants are [CH2:1]([NH:3][CH:4]1[CH2:9][CH2:8][CH2:7][CH:6]([C:10]2[C:18]3[C:13](=[CH:14][CH:15]=[C:16]([N+:19]([O-:21])=[O:20])[CH:17]=3)[NH:12][CH:11]=2)[CH2:5]1)[CH3:2].[CH3:22][C:23]([O:26][C:27](O[C:27]([O:26][C:23]([CH3:25])([CH3:24])[CH3:22])=[O:28])=[O:28])([CH3:25])[CH3:24].C(N(CC)CC)C. (6) The reactants are [F:1][C:2]1[CH:7]=[C:6]([N:8]2[CH:12]=[C:11]([CH3:13])[N:10]=[C:9]2[C:14]2[CH:19]=[CH:18][C:17]([C:20]3[N:21]=[C:22]([Si](C)(C)C)[S:23][CH:24]=3)=[CH:16][CH:15]=2)[CH:5]=[CH:4][C:3]=1[S:29]([NH2:32])(=[O:31])=[O:30].[F-].C([N+](CCCC)(CCCC)CCCC)CCC.O. The catalyst is C1COCC1. The product is [F:1][C:2]1[CH:7]=[C:6]([N:8]2[CH:12]=[C:11]([CH3:13])[N:10]=[C:9]2[C:14]2[CH:19]=[CH:18][C:17]([C:20]3[N:21]=[CH:22][S:23][CH:24]=3)=[CH:16][CH:15]=2)[CH:5]=[CH:4][C:3]=1[S:29]([NH2:32])(=[O:30])=[O:31]. The yield is 0.441.